From a dataset of Reaction yield outcomes from USPTO patents with 853,638 reactions. Predict the reaction yield, written as a fraction of the theoretical maximum amount of product (1.0 means a 100% yield; for example, 0.34 means a 34% yield). (1) The reactants are CN(C=O)C.[NH2:6][C:7]1[C:12]2=[C:13]([C:23]3[CH:28]=[CH:27][C:26]([N+:29]([O-:31])=[O:30])=[CH:25][CH:24]=3)[C:14]([C:16]([NH:18][CH2:19][CH2:20][O:21][CH3:22])=[O:17])=[CH:15][N:11]2[N:10]=[CH:9][N:8]=1.[H-].[Na+].[C:34](=O)([O:45][CH2:46][CH2:47][Si:48]([CH3:51])([CH3:50])[CH3:49])[O:35]C1C=CC([N+]([O-])=O)=CC=1. The catalyst is CO. The product is [CH3:22][O:21][CH2:20][CH2:19][NH:18][C:16]([C:14]1[C:13]([C:23]2[CH:28]=[CH:27][C:26]([N+:29]([O-:31])=[O:30])=[CH:25][CH:24]=2)=[C:12]2[N:11]([CH:15]=1)[N:10]=[CH:9][N:8]=[C:7]2[NH:6][C:34](=[O:35])[O:45][CH2:46][CH2:47][Si:48]([CH3:51])([CH3:50])[CH3:49])=[O:17]. The yield is 0.630. (2) The reactants are [Br:1][C:2]1[C:7]([CH:8]=[CH:9][O:10]C)=[CH:6][CH:5]=[CH:4][N:3]=1. The catalyst is C(O)=O. The product is [Br:1][C:2]1[C:7]([CH2:8][CH:9]=[O:10])=[CH:6][CH:5]=[CH:4][N:3]=1. The yield is 0.530. (3) The reactants are Br[C:2]1[CH:3]=[CH:4][C:5]([N:8]2[CH2:13][CH2:12][N:11]([S:14]([CH:17]=[CH:18][CH2:19][CH2:20][CH2:21][C:22]3[N:27]=[CH:26][CH:25]=[CH:24][N:23]=3)(=[O:16])=[O:15])[CH2:10][CH2:9]2)=[N:6][CH:7]=1.C([Sn](CCCC)(CCCC)[C:33]1[CH:38]=[CH:37][CH:36]=[CH:35][N:34]=1)CCC.[F-].[K+]. The catalyst is C1(C)C=CC=CC=1.C1C=CC([P]([Pd]([P](C2C=CC=CC=2)(C2C=CC=CC=2)C2C=CC=CC=2)([P](C2C=CC=CC=2)(C2C=CC=CC=2)C2C=CC=CC=2)[P](C2C=CC=CC=2)(C2C=CC=CC=2)C2C=CC=CC=2)(C2C=CC=CC=2)C2C=CC=CC=2)=CC=1. The product is [N:23]1[CH:24]=[CH:25][CH:26]=[N:27][C:22]=1[CH2:21][CH2:20][CH2:19][CH:18]=[CH:17][S:14]([N:11]1[CH2:12][CH2:13][N:8]([C:5]2[N:6]=[CH:7][C:2]([C:33]3[CH:38]=[CH:37][CH:36]=[CH:35][N:34]=3)=[CH:3][CH:4]=2)[CH2:9][CH2:10]1)(=[O:16])=[O:15]. The yield is 0.440. (4) The reactants are C[O:2][C:3]([C:5]1[C:14]([NH:15][C:16]2[CH:21]=[CH:20][C:19]([Br:22])=[CH:18][C:17]=2[Cl:23])=[C:13]([Cl:24])[C:8]2[N:9]=[CH:10][N:11]([CH3:12])[C:7]=2[CH:6]=1)=[O:4].C1COCC1.O.[OH-].[Na+].Cl. The catalyst is O. The product is [Br:22][C:19]1[CH:20]=[CH:21][C:16]([NH:15][C:14]2[C:5]([C:3]([OH:4])=[O:2])=[CH:6][C:7]3[N:11]([CH3:12])[CH:10]=[N:9][C:8]=3[C:13]=2[Cl:24])=[C:17]([Cl:23])[CH:18]=1. The yield is 1.00. (5) The yield is 0.940. The product is [CH3:15][O:16][C:17]1[CH:18]=[C:19]2[C:24](=[CH:25][C:26]=1[O:27][CH3:28])[N:23]=[CH:22][CH:21]=[C:20]2[O:29][C:30]1[CH:36]=[CH:35][C:33]([NH:34][C:13]([NH:12][C:10](=[O:11])[C:7]2[CH:6]=[CH:5][C:4]([N+:1]([O-:3])=[O:2])=[CH:9][CH:8]=2)=[S:14])=[CH:32][C:31]=1[CH3:37]. The catalyst is C(O)C. The reactants are [N+:1]([C:4]1[CH:9]=[CH:8][C:7]([C:10]([N:12]=[C:13]=[S:14])=[O:11])=[CH:6][CH:5]=1)([O-:3])=[O:2].[CH3:15][O:16][C:17]1[CH:18]=[C:19]2[C:24](=[CH:25][C:26]=1[O:27][CH3:28])[N:23]=[CH:22][CH:21]=[C:20]2[O:29][C:30]1[CH:36]=[CH:35][C:33]([NH2:34])=[CH:32][C:31]=1[CH3:37].C1(C)C=CC=CC=1.